The task is: Predict the reaction yield, written as a fraction of the theoretical maximum amount of product (1.0 means a 100% yield; for example, 0.34 means a 34% yield).. This data is from Reaction yield outcomes from USPTO patents with 853,638 reactions. (1) The reactants are [OH-].[Na+].[CH3:3][C:4]1([C:17]([O:19]CC)=[O:18])[CH2:9][CH2:8][N:7]([C:10]([O:12][C:13]([CH3:16])([CH3:15])[CH3:14])=[O:11])[CH2:6][CH2:5]1. The catalyst is O1CCCC1.CO. The product is [C:13]([O:12][C:10]([N:7]1[CH2:8][CH2:9][C:4]([CH3:3])([C:17]([OH:19])=[O:18])[CH2:5][CH2:6]1)=[O:11])([CH3:16])([CH3:14])[CH3:15]. The yield is 0.750. (2) The reactants are [CH2:1]([O:3][C:4](=[O:16])[C:5]([C:14]#[N:15])=[CH:6][C:7]1[CH:12]=[CH:11][C:10]([Br:13])=[CH:9][CH:8]=1)[CH3:2].[C:17]1([CH3:25])[CH:22]=[CH:21][CH:20]=[CH:19][C:18]=1[Mg]Cl.Cl. The catalyst is C1(C)C=CC=CC=1.C1COCC1. The product is [CH2:1]([O:3][C:4](=[O:16])[CH:5]([C:14]#[N:15])[CH:6]([C:7]1[CH:8]=[CH:9][C:10]([Br:13])=[CH:11][CH:12]=1)[C:18]1[CH:19]=[CH:20][CH:21]=[CH:22][C:17]=1[CH3:25])[CH3:2]. The yield is 0.730. (3) The reactants are [F:1][C:2]1[CH:10]=[CH:9][CH:8]=[C:7]2[C:3]=1[CH:4]=[CH:5][NH:6]2.[H-].[Na+].[CH3:13][CH:14]([Si:16](Cl)([CH:20]([CH3:22])[CH3:21])[CH:17]([CH3:19])[CH3:18])[CH3:15]. The catalyst is C1COCC1. The product is [F:1][C:2]1[CH:10]=[CH:9][CH:8]=[C:7]2[C:3]=1[CH:4]=[CH:5][N:6]2[Si:16]([CH:20]([CH3:22])[CH3:21])([CH:17]([CH3:19])[CH3:18])[CH:14]([CH3:15])[CH3:13]. The yield is 0.840.